Regression. Given a peptide amino acid sequence and an MHC pseudo amino acid sequence, predict their binding affinity value. This is MHC class II binding data. From a dataset of Peptide-MHC class II binding affinity with 134,281 pairs from IEDB. (1) The peptide sequence is ESTGGAYDTYKSIPS. The MHC is HLA-DQA10501-DQB10301 with pseudo-sequence HLA-DQA10501-DQB10301. The binding affinity (normalized) is 0.368. (2) The peptide sequence is SQDLELRWNLNGLQAY. The MHC is HLA-DQA10301-DQB10302 with pseudo-sequence HLA-DQA10301-DQB10302. The binding affinity (normalized) is 0.331.